This data is from Forward reaction prediction with 1.9M reactions from USPTO patents (1976-2016). The task is: Predict the product of the given reaction. (1) Given the reactants [C:1]([C:3]1[CH:8]=[CH:7][C:6]([N:9]2[CH2:14][CH2:13][O:12][C:11]3[CH:15]=[C:16]([S:19](OC4C(F)=C(F)C(F)=C(F)C=4F)(=[O:21])=[O:20])[CH:17]=[CH:18][C:10]2=3)=[C:5]([O:34][CH3:35])[CH:4]=1)#[N:2].[NH2:36][C:37]1[CH:42]=[CH:41][N:40]=[CH:39][N:38]=1.[Li+].C[Si]([N-][Si](C)(C)C)(C)C, predict the reaction product. The product is: [C:1]([C:3]1[CH:8]=[CH:7][C:6]([N:9]2[CH2:14][CH2:13][O:12][C:11]3[CH:15]=[C:16]([S:19]([NH:36][C:37]4[CH:42]=[CH:41][N:40]=[CH:39][N:38]=4)(=[O:20])=[O:21])[CH:17]=[CH:18][C:10]2=3)=[C:5]([O:34][CH3:35])[CH:4]=1)#[N:2]. (2) Given the reactants [OH-].[Na+].C([O:6][C:7](=[O:33])[C:8]1[CH:13]=[CH:12][CH:11]=[CH:10][C:9]=1[C:14]1[C:15]2[C:20]([O:21][C:22]3[C:27]=1[CH:26]=[CH:25][C:24](=[O:28])[CH:23]=3)=[CH:19][C:18]([O:29][CH2:30][CH:31]=[CH2:32])=[CH:17][CH:16]=2)C=C, predict the reaction product. The product is: [OH:28][C:24]1[CH:25]=[CH:26][C:27]2[C:14]3([C:9]4[C:8](=[CH:13][CH:12]=[CH:11][CH:10]=4)[C:7](=[O:6])[O:33]3)[C:15]3[C:20]([O:21][C:22]=2[CH:23]=1)=[CH:19][C:18]([O:29][CH2:30][CH:31]=[CH2:32])=[CH:17][CH:16]=3. (3) The product is: [F:21][C:20]([F:23])([F:22])[CH2:19][NH:18][C:16]([NH:15][C:11]1[CH:10]=[C:9]([N:6]2[C:5]3[CH:24]=[CH:25][C:2]([C:34]4[CH:39]=[CH:38][C:37]([CH:40]([CH3:46])[C:41]([OH:43])=[O:42])=[CH:36][CH:35]=4)=[CH:3][C:4]=3[N:8]=[CH:7]2)[CH:14]=[CH:13][CH:12]=1)=[O:17]. Given the reactants Br[C:2]1[CH:25]=[CH:24][C:5]2[N:6]([C:9]3[CH:10]=[C:11]([NH:15][C:16]([NH:18][CH2:19][C:20]([F:23])([F:22])[F:21])=[O:17])[CH:12]=[CH:13][CH:14]=3)[CH:7]=[N:8][C:4]=2[CH:3]=1.CC1(C)C(C)(C)OB([C:34]2[CH:39]=[CH:38][C:37]([CH:40]([CH3:46])[C:41]([O:43]CC)=[O:42])=[CH:36][CH:35]=2)O1.C(=O)([O-])[O-].[Na+].[Na+].[OH-].[Na+], predict the reaction product.